From a dataset of Peptide-MHC class II binding affinity with 134,281 pairs from IEDB. Regression. Given a peptide amino acid sequence and an MHC pseudo amino acid sequence, predict their binding affinity value. This is MHC class II binding data. (1) The peptide sequence is MAAHKFMVAMFLAVA. The MHC is HLA-DQA10501-DQB10201 with pseudo-sequence HLA-DQA10501-DQB10201. The binding affinity (normalized) is 0.386. (2) The peptide sequence is GELQIVSKIDAAFKI. The MHC is DRB1_0802 with pseudo-sequence DRB1_0802. The binding affinity (normalized) is 0.560. (3) The peptide sequence is MRCVGVGNRDFVEGL. The MHC is DRB5_0101 with pseudo-sequence DRB5_0101. The binding affinity (normalized) is 0.216. (4) The MHC is H-2-IAb with pseudo-sequence H-2-IAb. The binding affinity (normalized) is 0.0797. The peptide sequence is INSMKTSFSSRLLIN. (5) The peptide sequence is RTLILLMLTNPTKRN. The MHC is DRB1_1501 with pseudo-sequence DRB1_1501. The binding affinity (normalized) is 0.853.